Dataset: Full USPTO retrosynthesis dataset with 1.9M reactions from patents (1976-2016). Task: Predict the reactants needed to synthesize the given product. (1) The reactants are: [F:1][C:2]1[CH:7]=[CH:6][C:5]([C:8](=[O:12])[CH2:9][C:10]#[N:11])=[CH:4][CH:3]=1.[NH2:13][C:14]1[CH:19]=[CH:18][CH:17]=[CH:16][CH:15]=1. Given the product [F:1][C:2]1[CH:3]=[CH:4][C:5]([C:8](=[O:12])[CH2:9][C:10](=[NH:11])[NH:13][C:14]2[CH:19]=[CH:18][CH:17]=[CH:16][CH:15]=2)=[CH:6][CH:7]=1, predict the reactants needed to synthesize it. (2) Given the product [CH2:10]([N:17]1[C:3](=[O:4])[C:2]([Cl:1])=[C:6]([NH:17][CH2:10][C:11]2[CH:16]=[CH:15][CH:14]=[CH:13][CH:12]=2)[C:5]1=[O:8])[C:11]1[CH:16]=[CH:15][CH:14]=[CH:13][CH:12]=1, predict the reactants needed to synthesize it. The reactants are: [Cl:1][C:2]1[C:3](=O)[O:4][C:5](=[O:8])[C:6]=1Cl.[CH2:10]([NH2:17])[C:11]1[CH:16]=[CH:15][CH:14]=[CH:13][CH:12]=1. (3) Given the product [CH3:20][O:19][C:16]1[CH:17]=[C:18]2[C:13](=[CH:14][C:15]=1[O:21][CH3:22])[N:12]=[CH:11][CH:10]=[C:9]2[O:8][C:5]1[CH:6]=[CH:7][C:2]2[NH:1][C:26](=[O:28])[O:24][CH2:23][C:3]=2[CH:4]=1, predict the reactants needed to synthesize it. The reactants are: [NH2:1][C:2]1[CH:7]=[CH:6][C:5]([O:8][C:9]2[C:18]3[C:13](=[CH:14][C:15]([O:21][CH3:22])=[C:16]([O:19][CH3:20])[CH:17]=3)[N:12]=[CH:11][CH:10]=2)=[CH:4][C:3]=1[CH2:23][OH:24].Cl[C:26](Cl)([O:28]C(=O)OC(Cl)(Cl)Cl)Cl.O.